From a dataset of NCI-60 drug combinations with 297,098 pairs across 59 cell lines. Regression. Given two drug SMILES strings and cell line genomic features, predict the synergy score measuring deviation from expected non-interaction effect. (1) Drug 1: CCC1=CC2CC(C3=C(CN(C2)C1)C4=CC=CC=C4N3)(C5=C(C=C6C(=C5)C78CCN9C7C(C=CC9)(C(C(C8N6C)(C(=O)OC)O)OC(=O)C)CC)OC)C(=O)OC.C(C(C(=O)O)O)(C(=O)O)O. Drug 2: C(=O)(N)NO. Cell line: SK-MEL-2. Synergy scores: CSS=57.2, Synergy_ZIP=7.23, Synergy_Bliss=8.71, Synergy_Loewe=-63.9, Synergy_HSA=6.47. (2) Drug 1: C1CCN(CC1)CCOC2=CC=C(C=C2)C(=O)C3=C(SC4=C3C=CC(=C4)O)C5=CC=C(C=C5)O. Drug 2: C1=CC(=CC=C1CCCC(=O)O)N(CCCl)CCCl. Cell line: HOP-62. Synergy scores: CSS=49.8, Synergy_ZIP=2.06, Synergy_Bliss=-0.414, Synergy_Loewe=-2.39, Synergy_HSA=-3.57.